From a dataset of Reaction yield outcomes from USPTO patents with 853,638 reactions. Predict the reaction yield, written as a fraction of the theoretical maximum amount of product (1.0 means a 100% yield; for example, 0.34 means a 34% yield). (1) The reactants are [CH3:1][O:2][C:3]1[CH:13]=[CH:12][C:6]([C:7]([O:9][CH2:10][CH3:11])=[O:8])=[C:5]([CH3:14])[CH:4]=1.[Br:15]N1C(=O)CCC1=O.C(OOC(=O)C1C=CC=CC=1)(=O)C1C=CC=CC=1. The catalyst is C(Cl)(Cl)(Cl)Cl. The product is [Br:15][CH2:14][C:5]1[CH:4]=[C:3]([O:2][CH3:1])[CH:13]=[CH:12][C:6]=1[C:7]([O:9][CH2:10][CH3:11])=[O:8]. The yield is 0.520. (2) The reactants are [CH2:1]([C:5]1[N:6]=[C:7]([CH3:27])[NH:8][C:9](=[O:26])[C:10]=1[CH2:11][C:12]1[CH:17]=[CH:16][C:15]([C:18]2[C:19]([C:24]#[N:25])=[CH:20][CH:21]=[CH:22][CH:23]=2)=[CH:14][CH:13]=1)[CH2:2][CH2:3][CH3:4].C(=O)([O-])[O-].[Cs+].[Cs+].Br[CH2:35][C:36]([CH3:47])([CH3:46])[CH2:37][O:38][Si:39]([C:42]([CH3:45])([CH3:44])[CH3:43])([CH3:41])[CH3:40].CN(C)C(=O)C. The catalyst is C(OCC)(=O)C. The product is [CH2:1]([C:5]1[N:6]=[C:7]([CH3:27])[N:8]([CH2:35][C:36]([CH3:47])([CH3:46])[CH2:37][O:38][Si:39]([C:42]([CH3:45])([CH3:44])[CH3:43])([CH3:40])[CH3:41])[C:9](=[O:26])[C:10]=1[CH2:11][C:12]1[CH:17]=[CH:16][C:15]([C:18]2[C:19]([C:24]#[N:25])=[CH:20][CH:21]=[CH:22][CH:23]=2)=[CH:14][CH:13]=1)[CH2:2][CH2:3][CH3:4]. The yield is 0.270. (3) The yield is 0.840. The reactants are [C:1]1([N:7]([C:14]2[CH:19]=[CH:18][CH:17]=[CH:16][CH:15]=2)[C:8]2[CH:13]=[CH:12][CH:11]=[CH:10][CH:9]=2)[CH:6]=[CH:5][CH:4]=[CH:3][CH:2]=1.P(Cl)(Cl)(Cl)=O.[OH-].[Na+].CN([CH:30]=[O:31])C. The product is [C:14]1([N:7]([C:1]2[CH:2]=[CH:3][CH:4]=[CH:5][CH:6]=2)[C:8]2[CH:13]=[CH:12][C:11]([CH:30]=[O:31])=[CH:10][CH:9]=2)[CH:15]=[CH:16][CH:17]=[CH:18][CH:19]=1. No catalyst specified. (4) The product is [OH:8][C:9]1[CH:10]=[C:11]([CH:27]=[C:28]([O:30][C@@H:31]([CH3:35])[CH2:32][O:33][CH3:34])[CH:29]=1)[C:12]([NH:14][C:15]1[CH:19]=[CH:18][N:17]([C:20]([O:22][C:23]([CH3:26])([CH3:25])[CH3:24])=[O:21])[N:16]=1)=[O:13]. The yield is 0.970. The reactants are C([O:8][C:9]1[CH:10]=[C:11]([CH:27]=[C:28]([O:30][C@@H:31]([CH3:35])[CH2:32][O:33][CH3:34])[CH:29]=1)[C:12]([NH:14][C:15]1[CH:19]=[CH:18][N:17]([C:20]([O:22][C:23]([CH3:26])([CH3:25])[CH3:24])=[O:21])[N:16]=1)=[O:13])C1C=CC=CC=1. The catalyst is C1COCC1.C(O)C. (5) The reactants are [OH:1][C:2]1[CH:3]=[C:4]([C:8]2[N:17]=[C:16]([NH:18][C:19]3[CH:20]=[C:21]4[C:25](=[CH:26][CH:27]=3)[N:24]([C:28]([O:30][C:31]([CH3:34])([CH3:33])[CH3:32])=[O:29])[N:23]=[CH:22]4)[C:15]3[C:10](=[CH:11][CH:12]=[CH:13][CH:14]=3)[N:9]=2)[CH:5]=[CH:6][CH:7]=1.[CH:35]([NH:38][C:39](=[O:42])[CH2:40]Br)([CH3:37])[CH3:36].C([O-])([O-])=O.[K+].[K+]. The catalyst is CN(C=O)C. The product is [CH:35]([NH:38][C:39](=[O:42])[CH2:40][O:1][C:2]1[CH:3]=[C:4]([C:8]2[N:17]=[C:16]([NH:18][C:19]3[CH:20]=[C:21]4[C:25](=[CH:26][CH:27]=3)[N:24]([C:28]([O:30][C:31]([CH3:34])([CH3:33])[CH3:32])=[O:29])[N:23]=[CH:22]4)[C:15]3[C:10](=[CH:11][CH:12]=[CH:13][CH:14]=3)[N:9]=2)[CH:5]=[CH:6][CH:7]=1)([CH3:37])[CH3:36]. The yield is 0.450. (6) The reactants are [Br:1][C:2]1[C:3]([OH:10])=[C:4]([C:7]([OH:9])=O)[S:5][CH:6]=1.[F:11][C:12]([F:25])([F:24])[C:13]1[CH:14]=[C:15]([CH:17]=[C:18]([C:20]([F:23])([F:22])[F:21])[CH:19]=1)[NH2:16]. No catalyst specified. The product is [Br:1][C:2]1[C:3]([OH:10])=[C:4]([C:7]([NH:16][C:15]2[CH:17]=[C:18]([C:20]([F:21])([F:22])[F:23])[CH:19]=[C:13]([C:12]([F:11])([F:24])[F:25])[CH:14]=2)=[O:9])[S:5][CH:6]=1. The yield is 0.824. (7) The reactants are [Br:1][C:2]1[CH:3]=[C:4]([CH:8]=[CH:9][C:10]=1[C:11]([N:13]1[CH2:17][CH:16]=[CH:15][CH2:14]1)=[O:12])[C:5]([OH:7])=O.CN(C(ON1N=NC2C=CC=CC1=2)=[N+](C)C)C.[B-](F)(F)(F)F.C(N(C(C)C)CC)(C)C.[Br:49][C:50]1[CH:63]=[CH:62][C:53]2[NH:54][C:55]([C@@H:57]([NH2:61])[CH2:58][O:59][CH3:60])=[N:56][C:52]=2[CH:51]=1.ClCl. The catalyst is O1CCCC1.ClCCl.C(O)C. The product is [Br:1][C:2]1[CH:3]=[C:4]([CH:8]=[CH:9][C:10]=1[C:11]([N:13]1[CH2:17][CH:16]=[CH:15][CH2:14]1)=[O:12])[C:5]([NH:61][C@H:57]([C:55]1[NH:54][C:53]2[CH:62]=[CH:63][C:50]([Br:49])=[CH:51][C:52]=2[N:56]=1)[CH2:58][O:59][CH3:60])=[O:7]. The yield is 0.620.